Dataset: NCI-60 drug combinations with 297,098 pairs across 59 cell lines. Task: Regression. Given two drug SMILES strings and cell line genomic features, predict the synergy score measuring deviation from expected non-interaction effect. Drug 1: CS(=O)(=O)CCNCC1=CC=C(O1)C2=CC3=C(C=C2)N=CN=C3NC4=CC(=C(C=C4)OCC5=CC(=CC=C5)F)Cl. Cell line: NCI-H322M. Drug 2: CC12CCC3C(C1CCC2O)C(CC4=C3C=CC(=C4)O)CCCCCCCCCS(=O)CCCC(C(F)(F)F)(F)F. Synergy scores: CSS=17.3, Synergy_ZIP=-5.77, Synergy_Bliss=0.525, Synergy_Loewe=-1.35, Synergy_HSA=-1.32.